From a dataset of Forward reaction prediction with 1.9M reactions from USPTO patents (1976-2016). Predict the product of the given reaction. (1) Given the reactants [OH:1][C:2]1[C:7]([C:8]2[CH:13]=[CH:12][CH:11]=[C:10]([N+:14]([O-:16])=[O:15])[CH:9]=2)=[N:6][NH:5][C:4](=[O:17])[C:3]=1[C:18]([O:20][CH2:21][CH3:22])=[O:19].[H-].[Na+].I[CH3:26].Cl, predict the reaction product. The product is: [OH:1][C:2]1[C:7]([C:8]2[CH:13]=[CH:12][CH:11]=[C:10]([N+:14]([O-:16])=[O:15])[CH:9]=2)=[N:6][N:5]([CH3:26])[C:4](=[O:17])[C:3]=1[C:18]([O:20][CH2:21][CH3:22])=[O:19]. (2) Given the reactants Cl[C:2]1[C:3](=[O:24])[C:4](=[O:23])[C:5]=1[NH:6][C:7]1[CH:12]=[CH:11][CH:10]=[C:9]([C:13]([N:15]2[CH2:20][CH2:19][N:18]([CH3:21])[CH2:17][CH2:16]2)=[O:14])[C:8]=1[OH:22].[Br:25][C:26]1[CH:32]=[CH:31][CH:30]=[CH:29][C:27]=1[NH2:28], predict the reaction product. The product is: [OH:22][C:8]1[C:9]([C:13]([N:15]2[CH2:20][CH2:19][N:18]([CH3:21])[CH2:17][CH2:16]2)=[O:14])=[CH:10][CH:11]=[CH:12][C:7]=1[NH:6][C:5]1[C:4](=[O:23])[C:3](=[O:24])[C:2]=1[NH:28][C:27]1[CH:29]=[CH:30][CH:31]=[CH:32][C:26]=1[Br:25]. (3) Given the reactants [NH:1]1[C:5]2[CH:6]=[CH:7][CH:8]=[CH:9][C:4]=2[N:3]=[C:2]1[NH:10][C:11]([C:13]1[N:14]=[CH:15][NH:16][C:17]=1[C:18]([NH:20][C:21]1[CH:40]=[CH:39][C:24]([O:25][CH:26]2[CH2:31][CH2:30][N:29](C(OC(C)(C)C)=O)[CH2:28][CH2:27]2)=[C:23]([Cl:41])[CH:22]=1)=[O:19])=[O:12].[ClH:42], predict the reaction product. The product is: [ClH:41].[NH:1]1[C:5]2[CH:6]=[CH:7][CH:8]=[CH:9][C:4]=2[N:3]=[C:2]1[NH:10][C:11]([C:13]1[N:14]=[CH:15][NH:16][C:17]=1[C:18]([NH:20][C:21]1[CH:40]=[CH:39][C:24]([O:25][CH:26]2[CH2:31][CH2:30][NH:29][CH2:28][CH2:27]2)=[CH:23][C:22]=1[Cl:42])=[O:19])=[O:12]. (4) Given the reactants [OH:1][C:2]1[CH:11]=[C:10]2[C:5]([C:6]([CH3:13])=[CH:7][C:8](=[O:12])[O:9]2)=[CH:4][CH:3]=1.[C:14](Cl)(=[O:21])[C:15]1[CH:20]=[CH:19][CH:18]=[CH:17][CH:16]=1.CCN(CC)CC, predict the reaction product. The product is: [C:14]([O:1][C:2]1[CH:11]=[C:10]2[C:5]([C:6]([CH3:13])=[CH:7][C:8](=[O:12])[O:9]2)=[CH:4][CH:3]=1)(=[O:21])[C:15]1[CH:20]=[CH:19][CH:18]=[CH:17][CH:16]=1.